This data is from Peptide-MHC class II binding affinity with 134,281 pairs from IEDB. The task is: Regression. Given a peptide amino acid sequence and an MHC pseudo amino acid sequence, predict their binding affinity value. This is MHC class II binding data. (1) The peptide sequence is CILAWILVRIINVRS. The MHC is HLA-DQA10501-DQB10301 with pseudo-sequence HLA-DQA10501-DQB10301. The binding affinity (normalized) is 0.0183. (2) The peptide sequence is IEGRPEDPVEIALYQ. The MHC is DRB1_0101 with pseudo-sequence DRB1_0101. The binding affinity (normalized) is 0.0801. (3) The peptide sequence is LAECARRRLRTLVLA. The MHC is HLA-DQA10303-DQB10402 with pseudo-sequence HLA-DQA10303-DQB10402. The binding affinity (normalized) is 0.351. (4) The peptide sequence is APPPQLPRPPATPPP. The MHC is DRB1_0701 with pseudo-sequence DRB1_0701. The binding affinity (normalized) is 0. (5) The MHC is DRB1_1501 with pseudo-sequence DRB1_1501. The peptide sequence is GELKIVDKIDAAFKI. The binding affinity (normalized) is 0.450. (6) The peptide sequence is YASGKVWGQKYFKGN. The MHC is HLA-DPA10103-DPB10201 with pseudo-sequence HLA-DPA10103-DPB10201. The binding affinity (normalized) is 0.235.